From a dataset of Retrosynthesis with 50K atom-mapped reactions and 10 reaction types from USPTO. Predict the reactants needed to synthesize the given product. (1) Given the product COC(=O)CCCCc1ccc(C(=O)Cc2ccccc2)cc1, predict the reactants needed to synthesize it. The reactants are: COC(=O)CCCCc1ccccc1.O=C(Cl)Cc1ccccc1. (2) Given the product CN(C(=O)C(C)(C)c1cc(C(F)(F)F)cc(C(F)(F)F)c1)c1cnccc1-c1ccccc1Cl, predict the reactants needed to synthesize it. The reactants are: CC(C)(C(=O)Cl)c1cc(C(F)(F)F)cc(C(F)(F)F)c1.CNc1cnccc1-c1ccccc1Cl. (3) Given the product O=C(OCCc1ccccc1)C1CCCCC1, predict the reactants needed to synthesize it. The reactants are: O=C(O)C1CCCCC1.OCCc1ccccc1. (4) Given the product COc1ccc(Cn2c(C)cc(OCc3ccccc3C#N)cc2=O)c(OC)c1, predict the reactants needed to synthesize it. The reactants are: COc1ccc(Cn2c(C)cc(O)cc2=O)c(OC)c1.N#Cc1ccccc1CBr. (5) The reactants are: CC(C)(C)OC(=O)N1C[C@H](F)C[C@H]1c1ncc(-c2cccc(Cl)c2)[nH]1. Given the product F[C@H]1CN[C@H](c2ncc(-c3cccc(Cl)c3)[nH]2)C1, predict the reactants needed to synthesize it. (6) Given the product CCc1cn(C2(C)CN(C(=O)OC(C)(C)C)C2)c2cc3c(cc12)OCC1=NNC(=O)[C@@H](C)N13, predict the reactants needed to synthesize it. The reactants are: C=Cc1cn(C2(C)CN(C(=O)OC(C)(C)C)C2)c2cc3c(cc12)OCC1=NNC(=O)[C@@H](C)N13. (7) Given the product C=C(C)Cn1c(=O)n(C)c(=O)c2cn(Cc3cccc4ccccc34)nc21, predict the reactants needed to synthesize it. The reactants are: C=C(C)Cn1c(=O)n(C)c(=O)c2c[nH]nc21.ClCc1cccc2ccccc12.